This data is from Reaction yield outcomes from USPTO patents with 853,638 reactions. The task is: Predict the reaction yield, written as a fraction of the theoretical maximum amount of product (1.0 means a 100% yield; for example, 0.34 means a 34% yield). The yield is 0.470. No catalyst specified. The reactants are [CH2:1]([O:5][C:6]1[N:11]=[C:10](Cl)[N:9]=[C:8](Cl)[N:7]=1)[CH2:2][CH2:3][CH3:4].[CH2:14]([NH:16][C:17]1[CH:18]=[C:19]([OH:23])[CH:20]=[CH:21][CH:22]=1)[CH3:15]. The product is [CH2:1]([O:5][C:6]1[N:11]=[C:10]([N:16]([CH2:14][CH3:15])[C:17]2[CH:22]=[CH:21][CH:20]=[C:19]([OH:23])[CH:18]=2)[N:9]=[C:8]([N:16]([CH2:14][CH3:15])[C:17]2[CH:22]=[CH:21][CH:20]=[C:19]([OH:23])[CH:18]=2)[N:7]=1)[CH2:2][CH2:3][CH3:4].